From a dataset of Catalyst prediction with 721,799 reactions and 888 catalyst types from USPTO. Predict which catalyst facilitates the given reaction. Reactant: [F:1][C:2]1[CH:10]=[CH:9][C:8]([N+:11]([O-])=O)=[CH:7][C:3]=1[C:4]([OH:6])=[O:5].C([O-])([O-])=O.[K+].[K+].[CH2:20](Br)[CH:21]=[CH2:22].O. Product: [NH2:11][C:8]1[CH:9]=[CH:10][C:2]([F:1])=[C:3]([CH:7]=1)[C:4]([O:6][CH2:22][CH:21]=[CH2:20])=[O:5]. The catalyst class is: 3.